From a dataset of Full USPTO retrosynthesis dataset with 1.9M reactions from patents (1976-2016). Predict the reactants needed to synthesize the given product. (1) Given the product [CH3:19][O:18][C:15]1[N:14]=[CH:13][C:12]([N:9]2[C:10]([NH2:11])=[CH:6][CH:7]=[N:8]2)=[CH:17][CH:16]=1, predict the reactants needed to synthesize it. The reactants are: C(OC([C:6]1[CH:7]=[N:8][N:9]([C:12]2[CH:13]=[N:14][C:15]([O:18][CH3:19])=[CH:16][CH:17]=2)[C:10]=1[NH2:11])=O)C.[OH-].[Na+].Cl. (2) Given the product [Cl:13][C:14]1[CH:15]=[C:16]([O:9][CH:7]2[CH2:8][N:2]([CH3:1])[CH2:3][CH2:4][C:5]3[S:12][CH:11]=[CH:10][C:6]2=3)[CH:17]=[CH:18][C:19]=1[Cl:20], predict the reactants needed to synthesize it. The reactants are: [CH3:1][N:2]1[CH2:8][CH:7]([OH:9])[C:6]2[CH:10]=[CH:11][S:12][C:5]=2[CH2:4][CH2:3]1.[Cl:13][C:14]1[CH:15]=[C:16](F)[CH:17]=[CH:18][C:19]=1[Cl:20]. (3) The reactants are: [CH:1]1([C:6]2([CH2:14][CH2:15][C:16]3[CH:21]=[C:20]([F:22])[C:19]([C:23]4([C:26]#[N:27])[CH2:25][CH2:24]4)=[C:18]([F:28])[CH:17]=3)[CH2:11][C:10](=[O:12])[CH2:9][C:8](=[O:13])[O:7]2)[CH2:5][CH2:4][CH2:3][CH2:2]1.C1(C2(CCC3C=C(F)C(C(C)(C)C#N)=C(F)C=3)CC(=O)CC(=O)O2)CCCC1.[CH3:57][C:58]1[CH:59]=[N:60][C:61]2[N:62]([N:64]=[C:65]([CH:67]=O)[N:66]=2)[CH:63]=1.CC1C=C(C)N2N=C(C=O)N=C2N=1. Given the product [CH:1]1([C:6]2([CH2:14][CH2:15][C:16]3[CH:17]=[C:18]([F:28])[C:19]([C:23]4([C:26]#[N:27])[CH2:24][CH2:25]4)=[C:20]([F:22])[CH:21]=3)[CH2:11][C:10]([OH:12])=[C:9]([CH2:67][C:65]3[N:66]=[C:61]4[N:60]=[CH:59][C:58]([CH3:57])=[CH:63][N:62]4[N:64]=3)[C:8](=[O:13])[O:7]2)[CH2:5][CH2:4][CH2:3][CH2:2]1, predict the reactants needed to synthesize it. (4) Given the product [CH2:31]([N:28]1[CH:27]=[C:26]([CH2:25][N:10]([C:7]2[CH:6]=[CH:5][C:4]([CH:1]([CH3:3])[CH3:2])=[CH:9][CH:8]=2)[C:11]([CH:13]2[C:22]3[C:17](=[CH:18][CH:19]=[C:20]([O:23][CH3:24])[CH:21]=3)[CH2:16][CH2:15][CH2:14]2)=[O:12])[CH:30]=[N:29]1)[CH3:32], predict the reactants needed to synthesize it. The reactants are: [CH:1]([C:4]1[CH:9]=[CH:8][C:7]([N:10]([CH2:25][C:26]2[CH:27]=[N:28][NH:29][CH:30]=2)[C:11]([CH:13]2[C:22]3[C:17](=[CH:18][CH:19]=[C:20]([O:23][CH3:24])[CH:21]=3)[CH2:16][CH2:15][CH2:14]2)=[O:12])=[CH:6][CH:5]=1)([CH3:3])[CH3:2].[CH2:31](I)[CH3:32]. (5) Given the product [Cl:30][C:31]1[C:32]([F:38])=[C:33]([NH:34][C:2]2[C:11]3[C:6](=[CH:7][C:8]([O:22][CH2:23][CH3:24])=[C:9]([CH2:12][CH2:13][CH2:14][OH:15])[CH:10]=3)[N:5]=[CH:4][C:3]=2[C:25]([O:27][CH2:28][CH3:29])=[O:26])[CH:35]=[CH:36][CH:37]=1, predict the reactants needed to synthesize it. The reactants are: Cl[C:2]1[C:11]2[C:6](=[CH:7][C:8]([O:22][CH2:23][CH3:24])=[C:9]([CH2:12][CH2:13][CH2:14][O:15]C3CCCCO3)[CH:10]=2)[N:5]=[CH:4][C:3]=1[C:25]([O:27][CH2:28][CH3:29])=[O:26].[Cl:30][C:31]1[C:32]([F:38])=[C:33]([CH:35]=[CH:36][CH:37]=1)[NH2:34]. (6) Given the product [C:10]1([NH:9][C:17]2[CH:22]=[CH:21][CH:20]=[CH:19][CH:18]=2)[CH:15]=[CH:14][CH:13]=[CH:12][CH:11]=1, predict the reactants needed to synthesize it. The reactants are: [O-]P([O-])([O-])=O.[K+].[K+].[K+].[NH2:9][C:10]1[CH:15]=[CH:14][CH:13]=[CH:12][CH:11]=1.I[C:17]1[CH:22]=[CH:21][CH:20]=[CH:19][CH:18]=1.C(O)CO.